This data is from HIV replication inhibition screening data with 41,000+ compounds from the AIDS Antiviral Screen. The task is: Binary Classification. Given a drug SMILES string, predict its activity (active/inactive) in a high-throughput screening assay against a specified biological target. (1) The drug is COc1ccc(-c2c(C)c(C)nc(Cl)c2C#N)c(OCc2ccccc2)c1OC. The result is 0 (inactive). (2) The drug is N#CC(=Cc1ccc(F)cc1)c1nc(-c2cc3ccccc3oc2=O)cs1. The result is 0 (inactive). (3) The drug is O=C(NNC(=S)Nc1cccc(Cl)c1)c1cc(-c2ccccc2)nc2ccccc12. The result is 0 (inactive). (4) The compound is CCC(C(=O)C(=O)OC)P1(=O)OC(C)(C)CN1C(C)(C)C. The result is 0 (inactive). (5) The compound is CC(C)C(Sc1nc(-c2ccccc2)c(-c2ccccc2)[nH]1)C(=O)NN=Cc1ccc(Cl)cc1. The result is 0 (inactive). (6) The compound is NC(=O)OCC(COc1ccc(Cl)cc1)OC(=O)c1cc([N+](=O)[O-])cc([N+](=O)[O-])c1. The result is 0 (inactive).